From a dataset of Catalyst prediction with 721,799 reactions and 888 catalyst types from USPTO. Predict which catalyst facilitates the given reaction. Reactant: [OH-].[Na+].C1COCC1.[N:8]1([C:13]2[CH:14]=[C:15]([CH:20]=[C:21]([C:23]3[N:27]=[CH:26][NH:25][N:24]=3)[CH:22]=2)[C:16]([O:18]C)=[O:17])[CH2:12][CH2:11][CH2:10][CH2:9]1.Cl. Product: [N:8]1([C:13]2[CH:14]=[C:15]([CH:20]=[C:21]([C:23]3[N:27]=[CH:26][NH:25][N:24]=3)[CH:22]=2)[C:16]([OH:18])=[O:17])[CH2:12][CH2:11][CH2:10][CH2:9]1. The catalyst class is: 5.